From a dataset of Full USPTO retrosynthesis dataset with 1.9M reactions from patents (1976-2016). Predict the reactants needed to synthesize the given product. (1) Given the product [CH:9]1([C:2]2[C:1](=[CH2:6])[CH:5]=[CH:4][CH:3]=2)[CH2:14][CH2:13][CH2:12][CH2:11][CH2:10]1, predict the reactants needed to synthesize it. The reactants are: [CH:1]1[CH2:5][CH:4]=[CH:3][CH:2]=1.[CH3:6]O.N1[CH2:12][CH2:11][CH2:10][CH2:9]1.[C:13](O)(=O)[CH3:14]. (2) Given the product [CH3:1][N:2]([CH3:17])[C:3]([N:5]1[C:9]2=[N:10][CH:11]=[C:12]([Br:14])[CH:13]=[C:8]2[C:7]([C:15]2[O:16][CH:30]=[N:29][CH:28]=2)=[CH:6]1)=[O:4], predict the reactants needed to synthesize it. The reactants are: [CH3:1][N:2]([CH3:17])[C:3]([N:5]1[C:9]2=[N:10][CH:11]=[C:12]([Br:14])[CH:13]=[C:8]2[C:7]([CH:15]=[O:16])=[CH:6]1)=[O:4].S([CH2:28][N+:29]#[C-:30])(C1C=CC(C)=CC=1)(=O)=O.C1CCN2C(=NCCC2)CC1. (3) Given the product [OH:12][CH:9]1[CH2:8][CH2:7][C:6]2([C:4](=[O:5])[N:17]([C:18]3[CH:23]=[CH:22][C:21]([O:24][S:25]([CH3:28])(=[O:27])=[O:26])=[CH:20][CH:19]=3)[CH2:14][CH2:13]2)[CH2:11][CH2:10]1, predict the reactants needed to synthesize it. The reactants are: C(O[C:4]([C:6]1([CH2:13][CH2:14]OC)[CH2:11][CH2:10][CH:9]([OH:12])[CH2:8][CH2:7]1)=[O:5])C.[NH2:17][C:18]1[CH:23]=[CH:22][C:21]([O:24][S:25]([CH3:28])(=[O:27])=[O:26])=[CH:20][CH:19]=1. (4) Given the product [Br:1][C:2]1[CH:3]=[C:4]([CH:8]([O:9][Si:32]([CH:36]([CH3:38])[CH3:37])([CH:33]([CH3:35])[CH3:34])[CH:30]([CH3:31])[CH3:29])[C:10]2[CH:14]=[C:13]([CH2:15][OH:16])[S:12][CH:11]=2)[CH:5]=[CH:6][CH:7]=1, predict the reactants needed to synthesize it. The reactants are: [Br:1][C:2]1[CH:3]=[C:4]([CH:8]([C:10]2[CH:14]=[C:13]([CH2:15][O:16][Si](C(C)(C)C)(C)C)[S:12][CH:11]=2)[OH:9])[CH:5]=[CH:6][CH:7]=1.N1C=CN=C1.[CH3:29][CH:30]([Si:32](Cl)([CH:36]([CH3:38])[CH3:37])[CH:33]([CH3:35])[CH3:34])[CH3:31]. (5) Given the product [C:3]([O:7][C:8](=[O:24])[N:9]([CH2:10][CH2:11][CH2:12][O:13][C:14]1[C:19]2[B:20]([OH:23])[O:21][CH2:22][C:18]=2[CH:17]=[CH:16][CH:15]=1)[CH3:25])([CH3:6])([CH3:4])[CH3:5], predict the reactants needed to synthesize it. The reactants are: [H-].[Na+].[C:3]([O:7][C:8](=[O:24])[NH:9][CH2:10][CH2:11][CH2:12][O:13][C:14]1[C:19]2[B:20]([OH:23])[O:21][CH2:22][C:18]=2[CH:17]=[CH:16][CH:15]=1)([CH3:6])([CH3:5])[CH3:4].[CH3:25]I.[NH4+].[Cl-]. (6) Given the product [C:1]([C:4]1[CH:9]=[CH:8][N:7]2[C:10]([CH3:14])=[C:11]([CH3:13])[N:12]=[C:6]2[C:5]=1[NH2:15])(=[O:3])[CH3:2], predict the reactants needed to synthesize it. The reactants are: [C:1]([C:4]1[CH:9]=[CH:8][N:7]2[C:10]([CH3:14])=[C:11]([CH3:13])[N:12]=[C:6]2[C:5]=1[NH:15]C(=O)C(C)(C)C)(=[O:3])[CH3:2].S(=O)(=O)(O)O.C(Cl)Cl.[OH-].[Na+]. (7) The reactants are: [Br:1][C:2]1[CH:8]=[CH:7][C:6]([C:9]([F:12])([F:11])[F:10])=[CH:5][C:3]=1[NH2:4].C[Si]([N-][Si](C)(C)C)(C)C.[Na+].[C:23](O[C:23]([O:25][C:26]([CH3:29])([CH3:28])[CH3:27])=[O:24])([O:25][C:26]([CH3:29])([CH3:28])[CH3:27])=[O:24]. Given the product [Br:1][C:2]1[CH:8]=[CH:7][C:6]([C:9]([F:10])([F:11])[F:12])=[CH:5][C:3]=1[NH:4][C:23](=[O:24])[O:25][C:26]([CH3:29])([CH3:28])[CH3:27], predict the reactants needed to synthesize it.